Task: Regression. Given two drug SMILES strings and cell line genomic features, predict the synergy score measuring deviation from expected non-interaction effect.. Dataset: Merck oncology drug combination screen with 23,052 pairs across 39 cell lines (1) Drug 1: CCc1c2c(nc3ccc(O)cc13)-c1cc3c(c(=O)n1C2)COC(=O)C3(O)CC. Drug 2: CCc1cnn2c(NCc3ccc[n+]([O-])c3)cc(N3CCCCC3CCO)nc12. Cell line: MDAMB436. Synergy scores: synergy=-8.60. (2) Synergy scores: synergy=-13.0. Drug 2: CNC(=O)c1cc(Oc2ccc(NC(=O)Nc3ccc(Cl)c(C(F)(F)F)c3)cc2)ccn1. Cell line: MSTO. Drug 1: CC(=O)OC1C(=O)C2(C)C(O)CC3OCC3(OC(C)=O)C2C(OC(=O)c2ccccc2)C2(O)CC(OC(=O)C(O)C(NC(=O)c3ccccc3)c3ccccc3)C(C)=C1C2(C)C. (3) Drug 1: CCC1(O)CC2CN(CCc3c([nH]c4ccccc34)C(C(=O)OC)(c3cc4c(cc3OC)N(C)C3C(O)(C(=O)OC)C(OC(C)=O)C5(CC)C=CCN6CCC43C65)C2)C1. Drug 2: CCc1cnn2c(NCc3ccc[n+]([O-])c3)cc(N3CCCCC3CCO)nc12. Cell line: MSTO. Synergy scores: synergy=-13.0. (4) Drug 1: O=C(CCCCCCC(=O)Nc1ccccc1)NO. Drug 2: CCc1cnn2c(NCc3ccc[n+]([O-])c3)cc(N3CCCCC3CCO)nc12. Cell line: VCAP. Synergy scores: synergy=-23.4. (5) Drug 1: CN(Cc1cnc2nc(N)nc(N)c2n1)c1ccc(C(=O)NC(CCC(=O)O)C(=O)O)cc1. Drug 2: C=CCn1c(=O)c2cnc(Nc3ccc(N4CCN(C)CC4)cc3)nc2n1-c1cccc(C(C)(C)O)n1. Cell line: DLD1. Synergy scores: synergy=-3.34. (6) Drug 1: COc1cccc2c1C(=O)c1c(O)c3c(c(O)c1C2=O)CC(O)(C(=O)CO)CC3OC1CC(N)C(O)C(C)O1. Drug 2: C#Cc1cccc(Nc2ncnc3cc(OCCOC)c(OCCOC)cc23)c1. Cell line: HCT116. Synergy scores: synergy=15.8. (7) Drug 1: O=C(NOCC(O)CO)c1ccc(F)c(F)c1Nc1ccc(I)cc1F. Drug 2: CCC1(O)C(=O)OCc2c1cc1n(c2=O)Cc2cc3c(CN(C)C)c(O)ccc3nc2-1. Cell line: KPL1. Synergy scores: synergy=17.5. (8) Drug 1: CN1C(=O)C=CC2(C)C3CCC4(C)C(NC(=O)OCC(F)(F)F)CCC4C3CCC12. Drug 2: N#Cc1ccc(Cn2cncc2CN2CCN(c3cccc(Cl)c3)C(=O)C2)cc1. Cell line: LOVO. Synergy scores: synergy=3.99.